The task is: Predict the reaction yield, written as a fraction of the theoretical maximum amount of product (1.0 means a 100% yield; for example, 0.34 means a 34% yield).. This data is from Reaction yield outcomes from USPTO patents with 853,638 reactions. The yield is 0.890. The reactants are Cl[CH2:2][CH2:3][NH:4][C:5]1[CH:6]=[C:7]2[C:11](=[CH:12][CH:13]=1)[C:10](=[C:14]1[C:22]3[C:17](=[CH:18][CH:19]=[CH:20][CH:21]=3)[NH:16][C:15]1=[O:23])[O:9][CH2:8]2.[NH:24]1[CH2:29][CH2:28][CH2:27][CH2:26][CH2:25]1. No catalyst specified. The product is [N:24]1([CH2:2][CH2:3][NH:4][C:5]2[CH:6]=[C:7]3[C:11](=[CH:12][CH:13]=2)[C:10](=[C:14]2[C:22]4[C:17](=[CH:18][CH:19]=[CH:20][CH:21]=4)[NH:16][C:15]2=[O:23])[O:9][CH2:8]3)[CH2:29][CH2:28][CH2:27][CH2:26][CH2:25]1.